Dataset: Full USPTO retrosynthesis dataset with 1.9M reactions from patents (1976-2016). Task: Predict the reactants needed to synthesize the given product. (1) Given the product [OH:81][C:76]1[C:75]([Br:74])=[CH:80][C:79]([I:66])=[CH:78][N:77]=1, predict the reactants needed to synthesize it. The reactants are: CCC(C1NC(=O)CNC(=O)C2NC(C(C(C(O)CO)C)NC(C3N(C(C(CC(N)=O)NC(=O)C(CS(C4NC5C=C(OC)C=CC=5C=4C2)=O)NC(=O)CNC1=O)=O)CC(O)C3)=O)=O)C.[I:66]N1C(=O)CCC1=O.[Br:74][C:75]1[C:76]([OH:81])=[N:77][CH:78]=[CH:79][CH:80]=1. (2) Given the product [OH:23][C:2]1[CH:7]=[C:6]([F:8])[C:5]([N:9]2[CH2:14][CH2:13][N:12]([C:15]([O:17][C:18]([CH3:21])([CH3:20])[CH3:19])=[O:16])[CH2:11][CH2:10]2)=[C:4]([F:22])[CH:3]=1, predict the reactants needed to synthesize it. The reactants are: N[C:2]1[CH:7]=[C:6]([F:8])[C:5]([N:9]2[CH2:14][CH2:13][N:12]([C:15]([O:17][C:18]([CH3:21])([CH3:20])[CH3:19])=[O:16])[CH2:11][CH2:10]2)=[C:4]([F:22])[CH:3]=1.[OH:23]S(O)(=O)=O.N([O-])=O.[Na+].